This data is from Forward reaction prediction with 1.9M reactions from USPTO patents (1976-2016). The task is: Predict the product of the given reaction. (1) Given the reactants Cl.Cl.Cl.[O:4]1[C:12]2[CH:11]=[CH:10][N:9]=[C:8]([N:13]3[CH2:18][CH2:17][N:16]([CH2:19][CH2:20][C@H:21]4[CH2:26][CH2:25][C@H:24]([NH2:27])[CH2:23][CH2:22]4)[CH2:15][CH2:14]3)[C:7]=2[CH2:6][CH2:5]1.[OH:28][C@H:29]([CH2:35][CH3:36])[CH2:30][C:31](OC)=[O:32], predict the reaction product. The product is: [O:4]1[C:12]2[CH:11]=[CH:10][N:9]=[C:8]([N:13]3[CH2:18][CH2:17][N:16]([CH2:19][CH2:20][C@H:21]4[CH2:26][CH2:25][C@H:24]([NH:27][C:31](=[O:32])[CH2:30][C@H:29]([OH:28])[CH2:35][CH3:36])[CH2:23][CH2:22]4)[CH2:15][CH2:14]3)[C:7]=2[CH2:6][CH2:5]1. (2) The product is: [CH2:18]([O:1][C:2]1[CH:9]=[CH:8][C:5]([C:6]#[N:7])=[CH:4][C:3]=1[O:10][CH3:11])[C:19]1[CH:24]=[CH:23][CH:22]=[CH:21][CH:20]=1. Given the reactants [OH:1][C:2]1[CH:9]=[CH:8][C:5]([C:6]#[N:7])=[CH:4][C:3]=1[O:10][CH3:11].C([O-])([O-])=O.[K+].[K+].[CH2:18](Cl)[C:19]1[CH:24]=[CH:23][CH:22]=[CH:21][CH:20]=1, predict the reaction product. (3) Given the reactants O[C:2]1[C:10]2[N:9]=[N:8][NH:7][C:6]=2[CH:5]=[CH:4][CH:3]=1.[C:11]([OH:19])(=[O:18])[C:12]1[CH:17]=[CH:16][CH:15]=[CH:14][CH:13]=1.CC(C)N=C=NC(C)C, predict the reaction product. The product is: [N:9]1([O:19][C:11](=[O:18])[C:12]2[CH:17]=[CH:16][CH:15]=[CH:14][CH:13]=2)[C:10]2[CH:2]=[CH:3][CH:4]=[CH:5][C:6]=2[N:7]=[N:8]1. (4) Given the reactants CN(C=O)C.[CH:6]1([NH:12][C:13]2[CH:22]=[C:21]3[C:16]([C:17](=[O:34])[N:18]([CH2:29][CH2:30][CH2:31][CH:32]=O)[C:19](=[O:28])[N:20]3[CH:23]3[CH2:27][CH2:26][CH2:25][CH2:24]3)=[CH:15][C:14]=2[F:35])[CH2:11][CH2:10][CH2:9][CH2:8][CH2:7]1.C(=O)([O-])[O-].[K+].[K+].C(OP([CH2:50][C:51]([O:53][CH2:54][CH3:55])=[O:52])(OCC)=O)C, predict the reaction product. The product is: [CH:6]1([NH:12][C:13]2[CH:22]=[C:21]3[C:16]([C:17](=[O:34])[N:18]([CH2:29][CH2:30][CH2:31]/[CH:32]=[CH:50]/[C:51]([O:53][CH2:54][CH3:55])=[O:52])[C:19](=[O:28])[N:20]3[CH:23]3[CH2:27][CH2:26][CH2:25][CH2:24]3)=[CH:15][C:14]=2[F:35])[CH2:7][CH2:8][CH2:9][CH2:10][CH2:11]1. (5) Given the reactants N[C:2]1[C:3](Cl)=[N:4]C=[C:6]([C:8]([F:11])([F:10])[F:9])[CH:7]=1.[C:13](CC(=O)C)(=O)C.C(=O)([O-])[O-].[Cs+].[Cs+].[CH3:26][NH2:27].[Cl-].[NH4+:29], predict the reaction product. The product is: [CH3:26][NH:27][C:13]1[C:3]([NH2:4])=[CH:2][CH:7]=[C:6]([C:8]([F:9])([F:10])[F:11])[N:29]=1.